Dataset: Forward reaction prediction with 1.9M reactions from USPTO patents (1976-2016). Task: Predict the product of the given reaction. (1) Given the reactants [CH2:1]([O:3][C:4](=[O:14])[CH2:5]P(OCC)(OCC)=O)[CH3:2].[H-].[Na+].[F:17][C:18]1[CH:19]=[CH:20][C:21]([N:24]2[CH:28]=[CH:27][C:26]([CH:29]=O)=[N:25]2)=[N:22][CH:23]=1.[NH4+].[Cl-], predict the reaction product. The product is: [CH2:1]([O:3][C:4](=[O:14])/[CH:5]=[CH:29]/[C:26]1[CH:27]=[CH:28][N:24]([C:21]2[CH:20]=[CH:19][C:18]([F:17])=[CH:23][N:22]=2)[N:25]=1)[CH3:2]. (2) Given the reactants [CH:1]([C:4]1[CH:9]=[CH:8][CH:7]=[CH:6][C:5]=1[NH:10][C:11]1[CH:12]=[C:13]([C:21]2[CH:26]=[CH:25][CH:24]=[CH:23][CH:22]=2)[C:14]([CH3:20])=[CH:15][C:16]=1[N+:17]([O-])=O)([CH3:3])[CH3:2], predict the reaction product. The product is: [CH:1]([C:4]1[CH:9]=[CH:8][CH:7]=[CH:6][C:5]=1[NH:10][C:11]1[CH:12]=[C:13]([C:21]2[CH:26]=[CH:25][CH:24]=[CH:23][CH:22]=2)[C:14]([CH3:20])=[CH:15][C:16]=1[NH2:17])([CH3:3])[CH3:2]. (3) Given the reactants [OH-].[Na+].[CH:3]([N:6]1[C:10]2[N:11]=[C:12]([N:20]3[CH2:25][CH2:24][N:23]([CH3:26])[CH2:22][CH2:21]3)[CH:13]=[C:14]([C:15]([O:17]CC)=[O:16])[C:9]=2[CH:8]=[N:7]1)([CH3:5])[CH3:4], predict the reaction product. The product is: [CH:3]([N:6]1[C:10]2[N:11]=[C:12]([N:20]3[CH2:25][CH2:24][N:23]([CH3:26])[CH2:22][CH2:21]3)[CH:13]=[C:14]([C:15]([OH:17])=[O:16])[C:9]=2[CH:8]=[N:7]1)([CH3:5])[CH3:4]. (4) Given the reactants [C:1]([O:9][C@@H:10]1[CH2:15][C@@H:14]([CH2:16][CH2:17][CH2:18][CH:19]=[CH2:20])[O:13][C@@:12]([O:36]C)([C@@H:21]2[CH2:25][S:24][C:23](=[O:26])[N:22]2CC2C=CC(OC)=CC=2)[CH2:11]1)(=[O:8])[C:2]1[CH:7]=[CH:6][CH:5]=[CH:4][CH:3]=1.CO[C@]1([C@@H]2CSC(=O)N2CC2C=CC(OC)=CC=2)C[C@H]2C[C@@H](CCCC=CCCC(C)=CC(=O)O2)O1, predict the reaction product. The product is: [C:1]([O:9][C@@H:10]1[CH2:15][C@@H:14]([CH2:16][CH2:17][CH2:18][CH:19]=[CH2:20])[O:13][C@@:12]([OH:36])([C@@H:21]2[CH2:25][S:24][C:23](=[O:26])[NH:22]2)[CH2:11]1)(=[O:8])[C:2]1[CH:3]=[CH:4][CH:5]=[CH:6][CH:7]=1.